Dataset: NCI-60 drug combinations with 297,098 pairs across 59 cell lines. Task: Regression. Given two drug SMILES strings and cell line genomic features, predict the synergy score measuring deviation from expected non-interaction effect. Drug 1: CC1CCC2CC(C(=CC=CC=CC(CC(C(=O)C(C(C(=CC(C(=O)CC(OC(=O)C3CCCCN3C(=O)C(=O)C1(O2)O)C(C)CC4CCC(C(C4)OC)OCCO)C)C)O)OC)C)C)C)OC. Drug 2: COCCOC1=C(C=C2C(=C1)C(=NC=N2)NC3=CC=CC(=C3)C#C)OCCOC.Cl. Cell line: HT29. Synergy scores: CSS=7.75, Synergy_ZIP=-0.626, Synergy_Bliss=4.99, Synergy_Loewe=-4.25, Synergy_HSA=3.57.